Binary Classification. Given a miRNA mature sequence and a target amino acid sequence, predict their likelihood of interaction. From a dataset of Experimentally validated miRNA-target interactions with 360,000+ pairs, plus equal number of negative samples. The miRNA is hsa-miR-6821-3p with sequence UGACCUCUCCGCUCCGCACAG. The protein sequence of the target gene is MSNSNTTQETLEIMKESEKKLVEESVNKNKFISKTPSKEDVEKEGEENGLRQETQRRTSSHGHARKRAKSNSKLKLVRSLAVCEESSTPFVDGPLDTQDIIQLHISCPSDKEEEKSTKDVSEKEDKDKSKEKVPRKMLSRDSSQEYTDSTGIDLHEFLVNTLKKNPRDRMMLLKLEQEILDFINDNNNQFKKFPQMTSYHRMLLHRVAAYFGMDHNVDQTGKAVIINKTSSTRIPEQRFSEHIKDEKNTEFQQRFILKRDDASMDRDDNQMRVPLQDGRRSKSIEEREEEYQRVRERIFA.... Result: 0 (no interaction).